Dataset: Reaction yield outcomes from USPTO patents with 853,638 reactions. Task: Predict the reaction yield, written as a fraction of the theoretical maximum amount of product (1.0 means a 100% yield; for example, 0.34 means a 34% yield). (1) The reactants are [CH3:1][O:2][C:3]1[C:24]2[O:23][C:10]3[C:11](=[O:22])[N:12]([C@@H:14]([CH2:18][CH:19]([CH3:21])[CH3:20])[C:15](O)=[O:16])[CH2:13][C:9]=3[CH2:8][C:7]=2[C:6]([O:25][CH3:26])=[CH:5][CH:4]=1.[CH3:27][O:28][C:29](=[O:37])[C:30]1[CH:35]=[CH:34][C:33]([NH2:36])=[N:32][CH:31]=1.ON1[C:43]2C=CC=[CH:47][C:42]=2N=N1. The yield is 0.308. The product is [CH3:27][O:28][C:29](=[O:37])[C:30]1[CH:35]=[CH:34][C:33]([NH:36][C:15](=[O:16])[C@@H:14]([N:12]2[CH2:13][C:9]3[CH2:8][C:7]4[C:6]([O:25][CH3:26])=[CH:5][CH:4]=[C:3]([O:2][CH3:1])[C:24]=4[O:23][C:10]=3[C:11]2=[O:22])[CH2:18][CH:19]2[CH2:20][CH2:47][CH2:42][CH2:43][CH2:21]2)=[N:32][CH:31]=1. The catalyst is C(Cl)Cl.O. (2) The reactants are [CH:1]([NH:4][C:5]1[C:10]([C:11](O)=[O:12])=[CH:9][N:8]=[C:7]([S:14][CH3:15])[N:6]=1)([CH3:3])[CH3:2].C[N:17](C(ON1N=NC2C=CC=NC1=2)=[N+](C)C)C.F[P-](F)(F)(F)(F)F.Cl.N.CCN(C(C)C)C(C)C. The catalyst is CN(C=O)C. The product is [CH:1]([NH:4][C:5]1[C:10]([C:11]([NH2:17])=[O:12])=[CH:9][N:8]=[C:7]([S:14][CH3:15])[N:6]=1)([CH3:3])[CH3:2]. The yield is 0.960. (3) The reactants are FC(F)(F)C(O)=O.C([O:12][C:13](=[O:45])[CH2:14][CH:15]([NH:20][C:21]([CH:23]1[CH2:28][CH2:27][CH2:26][CH2:25][N:24]1[C:29]([N:31]1[C:44]2[CH:43]=[CH:42][CH:41]=[CH:40][C:39]=2[S:38][C:37]2[C:32]1=[CH:33][CH:34]=[CH:35][CH:36]=2)=[O:30])=[O:22])[C:16](=[O:19])[CH2:17][F:18])(C)(C)C. The catalyst is C(Cl)Cl. The product is [F:18][CH2:17][C:16](=[O:19])[CH:15]([NH:20][C:21]([CH:23]1[CH2:28][CH2:27][CH2:26][CH2:25][N:24]1[C:29]([N:31]1[C:44]2[CH:43]=[CH:42][CH:41]=[CH:40][C:39]=2[S:38][C:37]2[C:32]1=[CH:33][CH:34]=[CH:35][CH:36]=2)=[O:30])=[O:22])[CH2:14][C:13]([OH:45])=[O:12]. The yield is 0.660.